This data is from Forward reaction prediction with 1.9M reactions from USPTO patents (1976-2016). The task is: Predict the product of the given reaction. Given the reactants [Cl:1][C:2]1[CH:3]=[CH:4][C:5]2[N:11]3[CH:12]=[CH:13][CH:14]=[C:10]3[C@@H:9]([CH2:15][C:16]([N:18]3[CH2:23][CH2:22][CH:21]([CH2:24][C:25]([OH:27])=[O:26])[CH2:20][CH2:19]3)=[O:17])[O:8][C@H:7]([C:28]3[CH:33]=[CH:32][CH:31]=[C:30]([O:34][CH3:35])[C:29]=3[O:36][CH3:37])[C:6]=2[CH:38]=1.ClC1C=CC2N3C=CC=C3[C@H](CC(N3CCC(CC(OCC)=O)CC3)=O)O[C@@H](C3C=CC=C(OC)C=3OC)C=2C=1.C(=O)([O-])[O-].[K+].[K+], predict the reaction product. The product is: [Cl:1][C:2]1[CH:3]=[CH:4][C:5]2[N:11]3[CH:12]=[CH:13][CH:14]=[C:10]3[C@H:9]([CH2:15][C:16]([N:18]3[CH2:23][CH2:22][CH:21]([CH2:24][C:25]([OH:27])=[O:26])[CH2:20][CH2:19]3)=[O:17])[O:8][C@@H:7]([C:28]3[CH:33]=[CH:32][CH:31]=[C:30]([O:34][CH3:35])[C:29]=3[O:36][CH3:37])[C:6]=2[CH:38]=1.